From a dataset of Reaction yield outcomes from USPTO patents with 853,638 reactions. Predict the reaction yield, written as a fraction of the theoretical maximum amount of product (1.0 means a 100% yield; for example, 0.34 means a 34% yield). (1) The reactants are [CH2:1]([O:8][C:9]1[CH:14]=[CH:13][C:12]([C:15]2[NH:27][C:18]3=[N:19][CH:20]=[CH:21][C:22]([CH2:23][C:24](O)=[O:25])=[C:17]3[N:16]=2)=[CH:11][CH:10]=1)[C:2]1[CH:7]=[CH:6][CH:5]=[CH:4][CH:3]=1.C[CH2:29][N:30]=C=NCCCN(C)C.Cl.CN.CCO. The catalyst is CN(C1C=CN=CC=1)C.C(Cl)Cl. The product is [CH2:1]([O:8][C:9]1[CH:14]=[CH:13][C:12]([C:15]2[NH:27][C:18]3=[N:19][CH:20]=[CH:21][C:22]([CH2:23][C:24]([NH:30][CH3:29])=[O:25])=[C:17]3[N:16]=2)=[CH:11][CH:10]=1)[C:2]1[CH:3]=[CH:4][CH:5]=[CH:6][CH:7]=1. The yield is 0.190. (2) The reactants are [Na].CO[C:4]1[N:5]=[N:6][C:7]([S:10]([C:13]2[N:14](S(C3C=CC=CC=3)(=O)=O)[C:15]3[C:20]([CH:21]=2)=[CH:19][CH:18]=[CH:17][CH:16]=3)(=[O:12])=[O:11])=[CH:8][CH:9]=1.[CH3:31][OH:32]. No catalyst specified. The product is [CH3:31][O:32][N:5]1[CH:4]=[CH:9][CH:8]=[C:7]([S:10]([C:13]2[NH:14][C:15]3[C:20]([CH:21]=2)=[CH:19][CH:18]=[CH:17][CH:16]=3)(=[O:11])=[O:12])[NH:6]1. The yield is 0.820. (3) The reactants are [NH2:1][C@@H:2]([CH2:5][CH3:6])[CH2:3][OH:4].C([O-])([O-])=O.[K+].[K+].[Br:13][C:14]1[CH:15]=[C:16]([CH:21]=[CH:22][C:23]=1[CH2:24]Br)[C:17]([O:19][CH3:20])=[O:18]. The catalyst is CC#N. The product is [Br:13][C:14]1[CH:15]=[C:16]([CH:21]=[CH:22][C:23]=1[CH2:24][NH:1][C@@H:2]([CH2:5][CH3:6])[CH2:3][OH:4])[C:17]([O:19][CH3:20])=[O:18]. The yield is 0.500. (4) The product is [C:53]([O:56][C@@H:57]1[C@@H:62]([O:63][C:64](=[O:66])[CH3:65])[C@H:61]([O:67][C:68](=[O:70])[CH3:69])[C@@H:60]([CH2:71][O:72][C:73](=[O:75])[CH3:74])[O:59][C@H:58]1[C:76]1[CH:77]=[C:78]([C:19]2[CH:20]=[CH:21][C:16]([C@@H:15]3[C@@H:12]([CH2:11][CH2:10][C@H:9]([O:8][Si:1]([C:4]([CH3:5])([CH3:6])[CH3:7])([CH3:3])[CH3:2])[C:46]4[CH:51]=[CH:50][C:49]([F:52])=[CH:48][CH:47]=4)[C:13](=[O:45])[N:14]3[C:39]3[CH:44]=[CH:43][CH:42]=[CH:41][CH:40]=3)=[C:17]([O:31][Si:32]([C:35]([CH3:38])([CH3:37])[CH3:36])([CH3:33])[CH3:34])[CH:18]=2)[CH:79]=[CH:80][CH:81]=1)(=[O:55])[CH3:54]. The catalyst is C1(C)C=CC=CC=1.C(O)C.C1C=CC([P]([Pd]([P](C2C=CC=CC=2)(C2C=CC=CC=2)C2C=CC=CC=2)([P](C2C=CC=CC=2)(C2C=CC=CC=2)C2C=CC=CC=2)[P](C2C=CC=CC=2)(C2C=CC=CC=2)C2C=CC=CC=2)(C2C=CC=CC=2)C2C=CC=CC=2)=CC=1. The reactants are [Si:1]([O:8][C@H:9]([C:46]1[CH:51]=[CH:50][C:49]([F:52])=[CH:48][CH:47]=1)[CH2:10][CH2:11][C@@H:12]1[C@@H:15]([C:16]2[CH:21]=[CH:20][C:19](B3OC(C)(C)C(C)(C)O3)=[CH:18][C:17]=2[O:31][Si:32]([C:35]([CH3:38])([CH3:37])[CH3:36])([CH3:34])[CH3:33])[N:14]([C:39]2[CH:44]=[CH:43][CH:42]=[CH:41][CH:40]=2)[C:13]1=[O:45])([C:4]([CH3:7])([CH3:6])[CH3:5])([CH3:3])[CH3:2].[C:53]([O:56][C@@H:57]1[C@@H:62]([O:63][C:64](=[O:66])[CH3:65])[C@H:61]([O:67][C:68](=[O:70])[CH3:69])[C@@H:60]([CH2:71][O:72][C:73](=[O:75])[CH3:74])[O:59][C@H:58]1[C:76]1[CH:81]=[CH:80][CH:79]=[C:78](Br)[CH:77]=1)(=[O:55])[CH3:54].C(=O)([O-])[O-].[K+].[K+]. The yield is 0.270. (5) The reactants are C(Br)C1C=CC=CC=1.[F:9][CH:10]([F:20])[O:11][C:12]1[CH:19]=[CH:18][C:15]([CH2:16]Br)=[CH:14][CH:13]=1.[CH3:21][C:22]1[N:23]=[C:24]([N:32]2[CH2:36][CH2:35][NH:34][C:33]2=[O:37])[S:25][C:26]=1[C:27]([O:29][CH2:30][CH3:31])=[O:28]. No catalyst specified. The product is [F:9][CH:10]([F:20])[O:11][C:12]1[CH:19]=[CH:18][C:15]([CH2:16][N:34]2[CH2:35][CH2:36][N:32]([C:24]3[S:25][C:26]([C:27]([O:29][CH2:30][CH3:31])=[O:28])=[C:22]([CH3:21])[N:23]=3)[C:33]2=[O:37])=[CH:14][CH:13]=1. The yield is 0.880. (6) The reactants are C[O:2][C:3]([C:5]1[CH:10]=[CH:9][CH:8]=[C:7]([C:11]2[C:12]([C:19]3[C:28]4[C:23](=[CH:24][CH:25]=[CH:26][CH:27]=4)[N:22]=[CH:21][CH:20]=3)=[C:13]3[CH2:18][CH2:17][CH2:16][N:14]3[N:15]=2)[N:6]=1)=O.[BH4-].[Li+].Cl. The catalyst is CO. The product is [N:22]1[C:23]2[C:28](=[CH:27][CH:26]=[CH:25][CH:24]=2)[C:19]([C:12]2[C:11]([C:7]3[N:6]=[C:5]([CH2:3][OH:2])[CH:10]=[CH:9][CH:8]=3)=[N:15][N:14]3[CH2:16][CH2:17][CH2:18][C:13]=23)=[CH:20][CH:21]=1. The yield is 0.580. (7) The catalyst is CS(C)=O.O. The product is [Br:1][C:2]1[N:7]=[C:6]([CH:8]=[O:9])[CH:5]=[CH:4][C:3]=1[O:10][CH2:11][CH2:12][O:13][Si:14]([C:17]([CH3:20])([CH3:19])[CH3:18])([CH3:15])[CH3:16]. The reactants are [Br:1][C:2]1[N:7]=[C:6]([CH2:8][OH:9])[CH:5]=[CH:4][C:3]=1[O:10][CH2:11][CH2:12][O:13][Si:14]([C:17]([CH3:20])([CH3:19])[CH3:18])([CH3:16])[CH3:15]. The yield is 0.990. (8) The reactants are Br[C:2]1[C:3]([CH3:22])=[C:4]([N:8]2[C:17](=[O:18])[C:16]3[C:11](=[C:12]([F:19])[CH:13]=[CH:14][CH:15]=3)[N:10]([CH3:20])[C:9]2=[O:21])[CH:5]=[CH:6][CH:7]=1.[CH3:23][C:24]1([CH3:40])[C:28]([CH3:30])([CH3:29])[O:27][B:26]([B:26]2[O:27][C:28]([CH3:30])([CH3:29])[C:24]([CH3:40])([CH3:23])[O:25]2)[O:25]1.C([O-])(=O)C.[K+]. The catalyst is O1CCOCC1.C1C=CC(P(C2C=CC=CC=2)[C-]2C=CC=C2)=CC=1.C1C=CC(P(C2C=CC=CC=2)[C-]2C=CC=C2)=CC=1.Cl[Pd]Cl.[Fe+2].C(Cl)Cl. The product is [F:19][C:12]1[CH:13]=[CH:14][CH:15]=[C:16]2[C:11]=1[N:10]([CH3:20])[C:9](=[O:21])[N:8]([C:4]1[CH:5]=[CH:6][CH:7]=[C:2]([B:26]3[O:27][C:28]([CH3:30])([CH3:29])[C:24]([CH3:40])([CH3:23])[O:25]3)[C:3]=1[CH3:22])[C:17]2=[O:18]. The yield is 0.850. (9) The reactants are [CH3:1][N:2]([CH3:16])[CH2:3][C:4]#[C:5][C:6]1[CH:7]=[N:8][C:9]([CH3:15])=[C:10]([N+:12]([O-])=O)[CH:11]=1. The catalyst is CCO.[Ni]. The product is [CH3:16][N:2]([CH3:1])[CH2:3][CH2:4][CH2:5][C:6]1[CH:11]=[C:10]([NH2:12])[C:9]([CH3:15])=[N:8][CH:7]=1. The yield is 0.930. (10) The reactants are [F:1][C:2]1[CH:7]=[CH:6][C:5]([OH:8])=[CH:4][C:3]=1[C:9]([F:12])([F:11])[F:10].[CH3:13][S:14](Cl)(=[O:16])=[O:15].C(N(CC)CC)C. The catalyst is C(=O)(OC)OC. The product is [CH3:13][S:14]([O:8][C:5]1[CH:6]=[CH:7][C:2]([F:1])=[C:3]([C:9]([F:10])([F:11])[F:12])[CH:4]=1)(=[O:16])=[O:15]. The yield is 0.480.